From a dataset of Full USPTO retrosynthesis dataset with 1.9M reactions from patents (1976-2016). Predict the reactants needed to synthesize the given product. (1) The reactants are: [C:1]([N:4]([CH2:18][C:19]1[CH:24]=[CH:23][CH:22]=[CH:21][C:20]=1[CH:25]=[CH:26][CH3:27])[C:5]1[CH:10]=[CH:9][CH:8]=[CH:7][C:6]=1[O:11][C:12]1[CH:17]=[CH:16][CH:15]=[CH:14][CH:13]=1)(=[O:3])[CH3:2]. Given the product [C:1]([N:4]([CH2:18][C:19]1[CH:24]=[CH:23][CH:22]=[CH:21][C:20]=1[CH2:25][CH2:26][CH3:27])[C:5]1[CH:10]=[CH:9][CH:8]=[CH:7][C:6]=1[O:11][C:12]1[CH:17]=[CH:16][CH:15]=[CH:14][CH:13]=1)(=[O:3])[CH3:2], predict the reactants needed to synthesize it. (2) Given the product [O:17]1[CH2:16][CH2:15][N:14]([C:12]2[CH:11]=[C:9]([NH:10][C:21]3[N:26]=[C:25]([N:27]([CH3:38])[C:28]4[CH:33]=[C:32]([O:34][CH3:35])[CH:31]=[CH:30][C:29]=4[CH2:36][OH:37])[CH:24]=[CH:23][N:22]=3)[CH:8]=[C:7]([N:4]3[CH2:5][CH2:6][O:1][CH2:2][CH2:3]3)[CH:13]=2)[CH2:19][CH2:18]1, predict the reactants needed to synthesize it. The reactants are: [O:1]1[CH2:6][CH2:5][N:4]([C:7]2[CH:8]=[C:9]([CH:11]=[C:12]([N:14]3[CH2:19][CH2:18][O:17][CH2:16][CH2:15]3)[CH:13]=2)[NH2:10])[CH2:3][CH2:2]1.Cl[C:21]1[N:26]=[C:25]([N:27]([CH3:38])[C:28]2[CH:33]=[C:32]([O:34][CH3:35])[CH:31]=[CH:30][C:29]=2[CH2:36][OH:37])[CH:24]=[CH:23][N:22]=1.Cl. (3) Given the product [F:23][C:4]([F:3])([F:22])[C:5]1[CH:6]=[C:7]([C:11]2[N:16]=[C:15]3[CH:17]([OH:21])[CH2:18][CH2:19][O:20][C:14]3=[CH:13][CH:12]=2)[CH:8]=[CH:9][CH:10]=1, predict the reactants needed to synthesize it. The reactants are: [BH4-].[Na+].[F:3][C:4]([F:23])([F:22])[C:5]1[CH:6]=[C:7]([C:11]2[N:16]=[C:15]3[C:17](=[O:21])[CH2:18][CH2:19][O:20][C:14]3=[CH:13][CH:12]=2)[CH:8]=[CH:9][CH:10]=1.